This data is from Reaction yield outcomes from USPTO patents with 853,638 reactions. The task is: Predict the reaction yield, written as a fraction of the theoretical maximum amount of product (1.0 means a 100% yield; for example, 0.34 means a 34% yield). (1) The reactants are [CH2:1]1[C:3]2([CH2:8][CH2:7][CH2:6][CH2:5][N:4]2[C:9]2[N:13]3[CH:14]=[C:15]([O:18][C@H:19]4[C:28]5[C:23](=[CH:24][CH:25]=[CH:26][CH:27]=5)[C@@H:22]([NH:29][C:30]([NH:32][C:33]5[N:34]([C:42]6[CH:47]=[CH:46][CH:45]=[C:44]([O:48][CH2:49][CH2:50][OH:51])[CH:43]=6)[N:35]=[C:36]([C:38]([CH3:41])([CH3:40])[CH3:39])[CH:37]=5)=[O:31])[CH2:21][CH2:20]4)[CH:16]=[CH:17][C:12]3=[N:11][N:10]=2)[CH2:2]1.CCN(C(C)C)C(C)C.[CH3:61][S:62](Cl)(=[O:64])=[O:63].C([O-])(O)=O.[Na+]. The catalyst is C(Cl)Cl.O. The product is [CH2:2]1[C:3]2([CH2:8][CH2:7][CH2:6][CH2:5][N:4]2[C:9]2[N:13]3[CH:14]=[C:15]([O:18][C@H:19]4[C:28]5[C:23](=[CH:24][CH:25]=[CH:26][CH:27]=5)[C@@H:22]([NH:29][C:30](=[O:31])[NH:32][C:33]5[N:34]([C:42]6[CH:43]=[C:44]([CH:45]=[CH:46][CH:47]=6)[O:48][CH2:49][CH2:50][O:51][S:62]([CH3:61])(=[O:64])=[O:63])[N:35]=[C:36]([C:38]([CH3:41])([CH3:39])[CH3:40])[CH:37]=5)[CH2:21][CH2:20]4)[CH:16]=[CH:17][C:12]3=[N:11][N:10]=2)[CH2:1]1. The yield is 1.00. (2) The reactants are [C:1]([O:5][C:6]([N:8]1[CH2:13][CH2:12][CH:11]([CH2:14][CH:15]=O)[CH2:10][CH2:9]1)=[O:7])([CH3:4])([CH3:3])[CH3:2].N12CCCN=C1CCCC[CH2:18]2. The catalyst is C(#N)C.[Br-].C[P+](C1C=CC=CC=1)(C1C=CC=CC=1)C1C=CC=CC=1.CCOC(C)=O. The product is [C:1]([O:5][C:6]([N:8]1[CH2:13][CH2:12][CH:11]([CH2:14][CH:15]=[CH2:18])[CH2:10][CH2:9]1)=[O:7])([CH3:4])([CH3:3])[CH3:2]. The yield is 0.910. (3) The reactants are [BH4-].[Na+].[F:3][C:4]1[CH:9]=[CH:8][C:7]([C:10]2[C:14]([C:15](O)=[O:16])=[C:13]([CH3:18])[O:12][N:11]=2)=[CH:6][CH:5]=1. The catalyst is C1COCC1.[Cl-].[Zn+2].[Cl-]. The product is [F:3][C:4]1[CH:5]=[CH:6][C:7]([C:10]2[C:14]([CH2:15][OH:16])=[C:13]([CH3:18])[O:12][N:11]=2)=[CH:8][CH:9]=1. The yield is 0.660. (4) The reactants are C(Cl)(=O)C(Cl)=O.CS(C)=O.[CH3:11][O:12][C:13]1[CH:37]=[CH:36][C:16]([CH2:17][S:18][C:19]2[NH:23][CH:22]([CH:24]([C:26]3[CH:35]=[CH:34][CH:33]=[C:32]4[C:27]=3[CH:28]=[CH:29][CH:30]=[N:31]4)[CH3:25])[CH2:21][N:20]=2)=[CH:15][CH:14]=1.C(N(CC)CC)C. The catalyst is C(Cl)Cl.[Cl-].[Na+].O. The product is [CH3:11][O:12][C:13]1[CH:14]=[CH:15][C:16]([CH2:17][S:18][C:19]2[NH:23][C:22]([CH:24]([C:26]3[CH:35]=[CH:34][CH:33]=[C:32]4[C:27]=3[CH:28]=[CH:29][CH:30]=[N:31]4)[CH3:25])=[CH:21][N:20]=2)=[CH:36][CH:37]=1. The yield is 0.740.